From a dataset of Full USPTO retrosynthesis dataset with 1.9M reactions from patents (1976-2016). Predict the reactants needed to synthesize the given product. (1) Given the product [CH2:1]([N:8]1[CH2:14][CH2:13][CH:12]([CH2:15][C:16]2[CH:17]=[CH:18][C:19]([F:22])=[CH:20][CH:21]=2)[O:11][CH2:10][CH2:9]1)[C:2]1[CH:3]=[CH:4][CH:5]=[CH:6][CH:7]=1, predict the reactants needed to synthesize it. The reactants are: [CH2:1]([N:8]1[CH2:14][CH2:13][CH:12]([CH2:15][C:16]2[CH:21]=[CH:20][C:19]([F:22])=[CH:18][CH:17]=2)[O:11][CH2:10][C:9]1=O)[C:2]1[CH:7]=[CH:6][CH:5]=[CH:4][CH:3]=1.[H-].[H-].[H-].[H-].[Li+].[Al+3]. (2) Given the product [CH3:13][O:12][C:11]1[C:2]([NH:1][C:29](=[O:30])[CH2:28][C:25]2[CH:24]=[CH:23][C:22]([C:21]([F:32])([F:20])[F:33])=[CH:27][CH:26]=2)=[C:3]2[C:8](=[CH:9][CH:10]=1)[C:7](=[O:14])[N:6]([C@H:15]([CH3:19])[C:16]([NH2:18])=[O:17])[CH:5]=[CH:4]2, predict the reactants needed to synthesize it. The reactants are: [NH2:1][C:2]1[C:11]([O:12][CH3:13])=[CH:10][CH:9]=[C:8]2[C:3]=1[CH:4]=[CH:5][N:6]([C@H:15]([CH3:19])[C:16]([NH2:18])=[O:17])[C:7]2=[O:14].[F:20][C:21]([F:33])([F:32])[C:22]1[CH:27]=[CH:26][C:25]([CH2:28][C:29](O)=[O:30])=[CH:24][CH:23]=1.C(N(CC)C(C)C)(C)C.CN(C)C=O. (3) Given the product [CH3:14][C:12]1[C:11]([C:10]([NH:9][C:6]2[CH:7]=[CH:8][C:3]([C:2]([F:21])([F:20])[F:1])=[CH:4][CH:5]=2)=[O:19])=[CH:15][O:16][N:23]=1, predict the reactants needed to synthesize it. The reactants are: [F:1][C:2]([F:21])([F:20])[C:3]1[CH:8]=[CH:7][C:6]([NH:9][C:10](=[O:19])[C:11](=[CH:15][O:16]CC)[C:12]([CH3:14])=O)=[CH:5][CH:4]=1.Cl.[NH2:23]O.[OH-].[Na+].